This data is from Reaction yield outcomes from USPTO patents with 853,638 reactions. The task is: Predict the reaction yield, written as a fraction of the theoretical maximum amount of product (1.0 means a 100% yield; for example, 0.34 means a 34% yield). (1) The reactants are [OH:1][CH:2]([CH3:15])[CH2:3][C:4]([CH:6]1[C:11]([CH3:13])([CH3:12])[CH2:10][CH2:9][CH:8]=[C:7]1[CH3:14])=[O:5].[CH3:16][N:17]([C:19]1[CH:24]=[C:23]([C:25](O)=[O:26])[CH:22]=[CH:21][CH:20]=1)[CH3:18].C1CCC(N=C=NC2CCCCC2)CC1.Cl. The catalyst is CN(C1C=CN=CC=1)C.C(Cl)Cl. The product is [CH3:16][N:17]([CH3:18])[C:19]1[CH:24]=[C:23]([CH:22]=[CH:21][CH:20]=1)[C:25]([O:1][CH:2]([CH3:15])[CH2:3][C:4](=[O:5])[CH:6]1[C:11]([CH3:13])([CH3:12])[CH2:10][CH2:9][CH:8]=[C:7]1[CH3:14])=[O:26]. The yield is 0.680. (2) The product is [C:23]([O:27][C:28]([N:30]1[CH2:34][CH2:33][CH2:32][C:31]1([CH2:37][CH2:38][CH2:39][CH3:40])[CH:35]([C:2]1[CH:7]=[CH:6][C:5]([N:8]([Si:13]([CH3:16])([CH3:15])[CH3:14])[Si:9]([CH3:12])([CH3:11])[CH3:10])=[C:4]([Cl:17])[CH:3]=1)[OH:36])=[O:29])([CH3:26])([CH3:25])[CH3:24]. The reactants are Br[C:2]1[CH:7]=[CH:6][C:5]([N:8]([Si:13]([CH3:16])([CH3:15])[CH3:14])[Si:9]([CH3:12])([CH3:11])[CH3:10])=[C:4]([Cl:17])[CH:3]=1.C([Li])(C)(C)C.[C:23]([O:27][C:28]([N:30]1[CH2:34][CH2:33][CH2:32][C:31]1([CH2:37][CH2:38][CH2:39][CH3:40])[CH:35]=[O:36])=[O:29])([CH3:26])([CH3:25])[CH3:24]. The catalyst is CCOCC. The yield is 0.490. (3) The reactants are [CH:1]1[CH:2]=[CH:3][C:4]([C:7]2[N:8]=[C:9](Cl)[CH:10]=[C:11]([Cl:13])[N:12]=2)=[CH:5][CH:6]=1.[NH2:15][C:16]1[CH:20]=[C:19]([CH3:21])[NH:18][N:17]=1.C(N(CC)C(C)C)(C)C.[I-].[Na+]. The catalyst is C(O)CCC. The product is [Cl:13][C:11]1[N:12]=[C:7]([C:4]2[CH:5]=[CH:6][CH:1]=[CH:2][CH:3]=2)[N:8]=[C:9]([NH:15][C:16]2[NH:17][N:18]=[C:19]([CH3:21])[CH:20]=2)[CH:10]=1. The yield is 0.290.